Dataset: Catalyst prediction with 721,799 reactions and 888 catalyst types from USPTO. Task: Predict which catalyst facilitates the given reaction. (1) Reactant: [N:1]1([CH:6]2[CH2:11][CH2:10][CH2:9][CH:8]([NH2:12])[CH2:7]2)[CH:5]=[CH:4][N:3]=[CH:2]1.[Cl:13][C:14]1[CH:21]=[C:20](F)[CH:19]=[CH:18][C:15]=1[C:16]#[N:17].CCN(C(C)C)C(C)C. Product: [N:1]1([CH:6]2[CH2:11][CH2:10][CH2:9][CH:8]([NH:12][C:20]3[CH:19]=[CH:18][C:15]([C:16]#[N:17])=[C:14]([Cl:13])[CH:21]=3)[CH2:7]2)[CH:5]=[CH:4][N:3]=[CH:2]1. The catalyst class is: 16. (2) Reactant: [Br:1][C:2]1[CH:7]=[CH:6][CH:5]=[CH:4][C:3]=1[NH:8][N:9]=[C:10]([C:16]#[N:17])[C:11]([NH:13][CH2:14][CH3:15])=[O:12].[Cl-].[Al+3].[Cl-].[Cl-].[C@H](O)(C([O-])=O)[C@@H](O)C([O-])=O.[Na+].[K+]. Product: [NH2:17][C:16]1[C:4]2[C:3](=[C:2]([Br:1])[CH:7]=[CH:6][CH:5]=2)[N:8]=[N:9][C:10]=1[C:11]([NH:13][CH2:14][CH3:15])=[O:12]. The catalyst class is: 133. (3) Reactant: [C:1]([C:3]1[C:12]2[C:7](=[CH:8][CH:9]=[C:10]([O:13][C:14]3[CH:19]=[CH:18][CH:17]=[CH:16][CH:15]=3)[CH:11]=2)[C:6]([OH:20])=[C:5]([C:21]([NH:23][C@H:24]([CH2:31][C:32]2[CH:37]=[CH:36][CH:35]=[CH:34][CH:33]=2)[C@@H:25]([OH:30])[C:26]([O:28]C)=[O:27])=[O:22])[N:4]=1)#[N:2].O.CCOC(C)=O.Cl. Product: [C:1]([C:3]1[C:12]2[C:7](=[CH:8][CH:9]=[C:10]([O:13][C:14]3[CH:15]=[CH:16][CH:17]=[CH:18][CH:19]=3)[CH:11]=2)[C:6]([OH:20])=[C:5]([C:21]([NH:23][C@H:24]([CH2:31][C:32]2[CH:37]=[CH:36][CH:35]=[CH:34][CH:33]=2)[C@@H:25]([OH:30])[C:26]([OH:28])=[O:27])=[O:22])[N:4]=1)#[N:2]. The catalyst class is: 273. (4) Reactant: [Br:1][C:2]1[CH:15]=[CH:14][C:5]([C:6]([NH:8][CH2:9][Si:10]([CH3:13])([CH3:12])[CH3:11])=[S:7])=[CH:4][C:3]=1[Cl:16].CI.[C:19]([O-])([O-])=O.[Cs+].[Cs+].O. Product: [CH3:19][S:7][C:6](=[N:8][CH2:9][Si:10]([CH3:12])([CH3:13])[CH3:11])[C:5]1[CH:14]=[CH:15][C:2]([Br:1])=[C:3]([Cl:16])[CH:4]=1. The catalyst class is: 1. (5) Reactant: Cl.[NH2:2][CH2:3][CH2:4][NH:5][C:6](=[O:16])[C:7]1[CH:12]=[CH:11][C:10]([O:13][CH2:14][CH3:15])=[CH:9][CH:8]=1.[C:17]1([N:23]2[C:27]([C:28]([F:31])([F:30])[F:29])=[C:26]([C:32](O)=[O:33])[CH:25]=[N:24]2)[CH:22]=[CH:21][CH:20]=[CH:19][CH:18]=1.CCN=C=NCCCN(C)C.Cl.C1C=CC2N(O)N=NC=2C=1.O.C(N(CC)CC)C.Cl. Product: [CH2:14]([O:13][C:10]1[CH:11]=[CH:12][C:7]([C:6]([NH:5][CH2:4][CH2:3][NH:2][C:32]([C:26]2[CH:25]=[N:24][N:23]([C:17]3[CH:22]=[CH:21][CH:20]=[CH:19][CH:18]=3)[C:27]=2[C:28]([F:30])([F:31])[F:29])=[O:33])=[O:16])=[CH:8][CH:9]=1)[CH3:15]. The catalyst class is: 2.